Dataset: In vitro SARS-CoV-2 activity screen of 1,480 approved drugs from Prestwick library. Task: Binary Classification. Given a drug SMILES string, predict its activity (active/inactive) in a high-throughput screening assay against a specified biological target. (1) The molecule is COc1ccc(NS(=O)(=O)c2ccc(N)cc2)nn1. The result is 0 (inactive). (2) The drug is Cl.NC(N)=NC(N)=NCCc1ccccc1. The result is 0 (inactive). (3) The compound is C[C@H]1CCC[C@@H](C)N1NC(=O)c1ccc(Cl)c(S(N)(=O)=O)c1. The result is 0 (inactive).